From a dataset of Peptide-MHC class II binding affinity with 134,281 pairs from IEDB. Regression. Given a peptide amino acid sequence and an MHC pseudo amino acid sequence, predict their binding affinity value. This is MHC class II binding data. (1) The peptide sequence is GSSIGKLFTQTMKGV. The MHC is DRB1_1101 with pseudo-sequence DRB1_1101. The binding affinity (normalized) is 0.305. (2) The peptide sequence is FGYRKPLDNIKDNVGKMEDYIKK. The MHC is DRB1_0401 with pseudo-sequence DRB1_0401. The binding affinity (normalized) is 0.358.